From a dataset of Forward reaction prediction with 1.9M reactions from USPTO patents (1976-2016). Predict the product of the given reaction. Given the reactants [Cl:1][C:2]1[CH:7]=[CH:6][C:5]([C:8]2[CH:13]=[C:12]([C:14]([F:17])([F:16])[F:15])[N:11]3[N:18]=[CH:19][C:20]([C:21]#[CH:22])=[C:10]3[N:9]=2)=[CH:4][C:3]=1[CH3:23].[OH:24][CH2:25][C:26]([NH:29][S:30]([C:33]1[S:37][C:36](Cl)=[N:35][CH:34]=1)(=[O:32])=[O:31])([CH3:28])[CH3:27], predict the reaction product. The product is: [OH:24][CH2:25][C:26]([NH:29][S:30]([C:33]1[S:37][C:36]([C:22]#[C:21][C:20]2[CH:19]=[N:18][N:11]3[C:12]([C:14]([F:15])([F:17])[F:16])=[CH:13][C:8]([C:5]4[CH:6]=[CH:7][C:2]([Cl:1])=[C:3]([CH3:23])[CH:4]=4)=[N:9][C:10]=23)=[N:35][CH:34]=1)(=[O:32])=[O:31])([CH3:28])[CH3:27].